From a dataset of Full USPTO retrosynthesis dataset with 1.9M reactions from patents (1976-2016). Predict the reactants needed to synthesize the given product. (1) Given the product [OH:1][C@H:2]([C@H:17]1[O:22][CH2:21][CH2:20][N:19]([C:23]2[CH:28]=[CH:27][C:26]([CH3:29])=[CH:25][CH:24]=2)[C:18]1=[O:30])[C:3]1[NH:8][C:7]2[CH:9]=[CH:10][C:11]([C:13](=[NH:14])[O:33][CH2:31][CH3:32])=[CH:12][C:6]=2[S:5](=[O:15])(=[O:16])[N:4]=1, predict the reactants needed to synthesize it. The reactants are: [OH:1][C@H:2]([C@H:17]1[O:22][CH2:21][CH2:20][N:19]([C:23]2[CH:28]=[CH:27][C:26]([CH3:29])=[CH:25][CH:24]=2)[C:18]1=[O:30])[C:3]1[NH:8][C:7]2[CH:9]=[CH:10][C:11]([C:13]#[N:14])=[CH:12][C:6]=2[S:5](=[O:16])(=[O:15])[N:4]=1.[C:31](Cl)(=[O:33])[CH3:32]. (2) The reactants are: [Cl:1][S:2]([OH:5])(=O)=[O:3].S(Cl)(Cl)=O.[CH2:10]([O:13][C:14]1[CH:19]=[CH:18][CH:17]=[CH:16][C:15]=1[C:20](=[O:22])[CH3:21])[CH2:11][CH3:12]. Given the product [C:20]([C:15]1[CH:16]=[C:17]([S:2]([Cl:1])(=[O:5])=[O:3])[CH:18]=[CH:19][C:14]=1[O:13][CH2:10][CH2:11][CH3:12])(=[O:22])[CH3:21], predict the reactants needed to synthesize it. (3) Given the product [F:18][C:19]([F:33])([F:34])[C:20]1[CH:21]=[C:22]([C:30](=[CH:8][C:7]2[CH:6]=[C:5]([C:1]([CH3:4])([CH3:3])[CH3:2])[C:12]([OH:13])=[C:11]([C:14]([CH3:17])([CH3:16])[CH3:15])[CH:10]=2)[C:31]#[N:32])[CH:23]=[C:24]([C:26]([F:27])([F:28])[F:29])[CH:25]=1, predict the reactants needed to synthesize it. The reactants are: [C:1]([C:5]1[CH:6]=[C:7]([CH:10]=[C:11]([C:14]([CH3:17])([CH3:16])[CH3:15])[C:12]=1[OH:13])[CH:8]=O)([CH3:4])([CH3:3])[CH3:2].[F:18][C:19]([F:34])([F:33])[C:20]1[CH:21]=[C:22]([CH2:30][C:31]#[N:32])[CH:23]=[C:24]([C:26]([F:29])([F:28])[F:27])[CH:25]=1. (4) Given the product [CH3:14][C:6]1([CH3:15])[O:5][C:4]2[CH:3]=[C:2](/[CH:20]=[CH:19]/[C:18]([N:17]([CH3:16])[CH2:22][C:23]3[S:27][C:26]4[CH:28]=[CH:29][CH:30]=[CH:31][C:25]=4[C:24]=3[CH3:32])=[O:21])[CH:11]=[N:10][C:9]=2[NH:8]/[C:7]/1=[N:12]/[CH3:13], predict the reactants needed to synthesize it. The reactants are: Br[C:2]1[CH:11]=[N:10][C:9]2[NH:8]/[C:7](=[N:12]/[CH3:13])/[C:6]([CH3:15])([CH3:14])[O:5][C:4]=2[CH:3]=1.[CH3:16][N:17]([CH2:22][C:23]1[S:27][C:26]2[CH:28]=[CH:29][CH:30]=[CH:31][C:25]=2[C:24]=1[CH3:32])[C:18](=[O:21])[CH:19]=[CH2:20].C(N(C(C)C)CC)(C)C.CC1C=CC=CC=1P(C1C=CC=CC=1C)C1C=CC=CC=1C. (5) Given the product [F:34][C:35]([F:40])([F:39])[C:36]([OH:38])=[O:37].[CH:1]1([C:7]([N:9]([CH2:20][CH:21]2[CH2:26][CH2:25][NH:24][CH2:23][CH2:22]2)[CH2:10]/[C:11](/[CH3:19])=[CH:12]/[C:13]2[CH:14]=[CH:15][CH:16]=[CH:17][CH:18]=2)=[O:8])[CH2:2][CH2:3][CH2:4][CH2:5][CH2:6]1, predict the reactants needed to synthesize it. The reactants are: [CH:1]1([C:7]([N:9]([CH2:20][CH:21]2[CH2:26][CH2:25][N:24](C(OC(C)(C)C)=O)[CH2:23][CH2:22]2)[CH2:10]/[C:11](/[CH3:19])=[CH:12]/[C:13]2[CH:18]=[CH:17][CH:16]=[CH:15][CH:14]=2)=[O:8])[CH2:6][CH2:5][CH2:4][CH2:3][CH2:2]1.[F:34][C:35]([F:40])([F:39])[C:36]([OH:38])=[O:37].C1(C)C=CC=CC=1. (6) Given the product [Br:21][C:22]1[CH:23]=[N:24][C:25]([N:5]2[CH2:4][CH2:3][C:2]([OH:1])([C:8]([O:10][CH3:11])=[O:9])[CH2:7][CH2:6]2)=[N:26][CH:27]=1, predict the reactants needed to synthesize it. The reactants are: [OH:1][C:2]1([C:8]([O:10][CH3:11])=[O:9])[CH2:7][CH2:6][NH:5][CH2:4][CH2:3]1.CCN(C(C)C)C(C)C.[Br:21][C:22]1[CH:23]=[N:24][C:25](Cl)=[N:26][CH:27]=1.CCCCCC. (7) The reactants are: [CH3:1][C:2]1([CH3:15])[C:10]2[C:5](=[C:6]([N+:11]([O-])=O)[CH:7]=[CH:8][CH:9]=2)[C:4](=[O:14])[NH:3]1. Given the product [CH3:1][C:2]1([CH3:15])[C:10]2[C:5](=[C:6]([NH2:11])[CH:7]=[CH:8][CH:9]=2)[C:4](=[O:14])[NH:3]1, predict the reactants needed to synthesize it. (8) Given the product [CH3:27][O:26][C:24](=[O:25])[C:17]#[C:16][CH2:15][CH2:14][CH2:13][CH2:12][CH2:11][CH2:10][CH2:9][CH2:8][O:7][CH:2]1[CH2:3][CH2:4][CH2:5][CH2:6][O:1]1, predict the reactants needed to synthesize it. The reactants are: [O:1]1[CH2:6][CH2:5][CH2:4][CH2:3][CH:2]1[O:7][CH2:8][CH2:9][CH2:10][CH2:11][CH2:12][CH2:13][CH2:14][CH2:15][C:16]#[CH:17].[Li]CCCC.Cl[C:24]([O:26][CH3:27])=[O:25]. (9) Given the product [NH2:1][C:2]1[CH:10]=[CH:9][C:8]([F:11])=[CH:7][C:3]=1[CH2:4][OH:5], predict the reactants needed to synthesize it. The reactants are: [NH2:1][C:2]1[CH:10]=[CH:9][C:8]([F:11])=[CH:7][C:3]=1[C:4](O)=[O:5].C1COCC1.[OH-].[Na+].